Predict the reactants needed to synthesize the given product. From a dataset of Retrosynthesis with 50K atom-mapped reactions and 10 reaction types from USPTO. Given the product Nc1ncnc2c1c(-c1ccccc1)cn2-c1cccc(C(=O)NCCO)c1, predict the reactants needed to synthesize it. The reactants are: NCCO.Nc1ncnc2c1c(-c1ccccc1)cn2-c1cccc(C(=O)O)c1.